From a dataset of Catalyst prediction with 721,799 reactions and 888 catalyst types from USPTO. Predict which catalyst facilitates the given reaction. (1) Reactant: [Cl:1][C:2]1[CH:13]=[CH:12][C:5]([CH:6]=[C:7]([C:10]#[N:11])[C:8]#[N:9])=[CH:4][CH:3]=1.[CH:14]([Mg]Br)([CH3:16])[CH3:15].Cl. Product: [Cl:1][C:2]1[CH:3]=[CH:4][C:5]([CH:6]([CH:7]([C:8]#[N:9])[C:10]#[N:11])[CH:14]([CH3:16])[CH3:15])=[CH:12][CH:13]=1. The catalyst class is: 804. (2) Reactant: [F:1][C:2]([F:12])([F:11])[C:3]1[N:8]=[CH:7][C:6]([CH2:9][NH2:10])=[CH:5][CH:4]=1.[N+:13]([C:16]1[CH:25]=[CH:24][CH:23]=[C:22]2[C:17]=1[CH:18]=[CH:19][O:20][C:21]2=O)([O-:15])=[O:14]. Product: [F:12][C:2]([F:11])([F:1])[C:3]1[N:8]=[CH:7][C:6]([CH2:9][N:10]2[CH:19]=[CH:18][C:17]3[C:22](=[CH:23][CH:24]=[CH:25][C:16]=3[N+:13]([O-:15])=[O:14])[C:21]2=[O:20])=[CH:5][CH:4]=1. The catalyst class is: 5. (3) Reactant: C([NH:18][C:19]([NH:21][C:22]1[N:27]=[CH:26][CH:25]=[CH:24][N:23]=1)=[S:20])(OCC1C2C(=CC=CC=2)C2C1=CC=CC=2)=O.N1CCCCC1. Product: [N:23]1[CH:24]=[CH:25][CH:26]=[N:27][C:22]=1[NH:21][C:19]([NH2:18])=[S:20]. The catalyst class is: 4. (4) Reactant: Cl.[CH3:2][NH:3][O:4][CH3:5].[CH3:6][O:7][C:8]1[CH:16]=[CH:15][C:11]([C:12](Cl)=[O:13])=[CH:10][CH:9]=1.C(N(CC)CC)C.O. Product: [CH3:5][O:4][N:3]([CH3:2])[C:12](=[O:13])[C:11]1[CH:15]=[CH:16][C:8]([O:7][CH3:6])=[CH:9][CH:10]=1. The catalyst class is: 4. (5) Reactant: [N:1]1([C:6]2[N:11]=[CH:10][N:9]=[C:8]([NH:12][C:13]3[O:14][C@:15]4([CH2:23][N:24]=3)[CH:20]3[CH2:21][CH2:22][N:17]([CH2:18][CH2:19]3)[CH2:16]4)[CH:7]=2)[CH:5]=[CH:4][N:3]=[CH:2]1.ClC1C=C(C=CC=1)C(OO)=[O:30]. Product: [N:1]1([C:6]2[N:11]=[CH:10][N:9]=[C:8]([NH:12][C:13]3[O:14][C@:15]4([CH2:23][N:24]=3)[CH:20]3[CH2:21][CH2:22][N+:17]([O-:30])([CH2:18][CH2:19]3)[CH2:16]4)[CH:7]=2)[CH:5]=[CH:4][N:3]=[CH:2]1. The catalyst class is: 1. (6) Reactant: [CH3:1][O:2][C:3]1[CH:4]=[CH:5][CH:6]=[C:7]2[C:11]=1[C:10](=O)[CH2:9][CH2:8]2.Cl.[NH2:14][OH:15].C([O-])(=O)C.[Na+]. Product: [CH3:1][O:2][C:3]1[CH:4]=[CH:5][CH:6]=[C:7]2[C:11]=1[C:10](=[N:14][OH:15])[CH2:9][CH2:8]2. The catalyst class is: 40. (7) Reactant: I[CH:2]([CH3:4])[CH3:3].[Cl:5][C:6]1[N:7]=[CH:8][C:9]2[C:14]([I:15])=[CH:13][NH:12][C:10]=2[N:11]=1.C(=O)([O-])[O-].[Cs+].[Cs+]. Product: [Cl:5][C:6]1[N:7]=[CH:8][C:9]2[C:14]([I:15])=[CH:13][N:12]([CH:2]([CH3:4])[CH3:3])[C:10]=2[N:11]=1. The catalyst class is: 31.